Dataset: TCR-epitope binding with 47,182 pairs between 192 epitopes and 23,139 TCRs. Task: Binary Classification. Given a T-cell receptor sequence (or CDR3 region) and an epitope sequence, predict whether binding occurs between them. (1) The epitope is MLNIPSINV. The TCR CDR3 sequence is CASSGRDNYNEQFF. Result: 1 (the TCR binds to the epitope). (2) The epitope is ILHCANFNV. The TCR CDR3 sequence is CSDSSTGGAGFTF. Result: 0 (the TCR does not bind to the epitope).